This data is from Peptide-MHC class II binding affinity with 134,281 pairs from IEDB. The task is: Regression. Given a peptide amino acid sequence and an MHC pseudo amino acid sequence, predict their binding affinity value. This is MHC class II binding data. (1) The peptide sequence is GELQIVDKITAAFKI. The MHC is DRB3_0202 with pseudo-sequence DRB3_0202. The binding affinity (normalized) is 0.444. (2) The peptide sequence is FRNIVNMLHGVRDGL. The MHC is DRB1_0701 with pseudo-sequence DRB1_0701. The binding affinity (normalized) is 0.549. (3) The peptide sequence is GHLQIVDKIDAAFKI. The MHC is DRB1_1302 with pseudo-sequence DRB1_1302. The binding affinity (normalized) is 0.443. (4) The peptide sequence is IHIGDSSKVTITDTT. The MHC is DRB3_0202 with pseudo-sequence DRB3_0202. The binding affinity (normalized) is 0.0340. (5) The peptide sequence is PGHGISVGSLGRYKD. The MHC is DRB1_0101 with pseudo-sequence DRB1_0101. The binding affinity (normalized) is 0.312. (6) The peptide sequence is AVAEAAVASAPQTTP. The MHC is HLA-DPA10301-DPB10402 with pseudo-sequence HLA-DPA10301-DPB10402. The binding affinity (normalized) is 0.114. (7) The peptide sequence is WLSWQVAKAGLKTND. The MHC is DRB1_0404 with pseudo-sequence DRB1_0404. The binding affinity (normalized) is 0.381. (8) The peptide sequence is SQDLELSWNLNGLDAY. The MHC is DRB1_0802 with pseudo-sequence DRB1_0802. The binding affinity (normalized) is 0.279.